Dataset: Forward reaction prediction with 1.9M reactions from USPTO patents (1976-2016). Task: Predict the product of the given reaction. (1) The product is: [CH:25]1([N:18]([CH:19]2[CH2:24][CH2:23][CH2:22][CH2:21][CH2:20]2)[C:16](=[O:17])[NH:15][C:13]2[S:14][C:10]([CH2:9][NH:8][CH2:7][C:6]([OH:31])=[O:5])=[CH:11][N:12]=2)[CH2:26][CH2:27][CH2:28][CH2:29][CH2:30]1. Given the reactants C([O:5][C:6](=[O:31])[CH2:7][NH:8][CH2:9][C:10]1[S:14][C:13]([NH:15][C:16]([N:18]([CH:25]2[CH2:30][CH2:29][CH2:28][CH2:27][CH2:26]2)[CH:19]2[CH2:24][CH2:23][CH2:22][CH2:21][CH2:20]2)=[O:17])=[N:12][CH:11]=1)(C)(C)C.Cl, predict the reaction product. (2) Given the reactants [O:1]1[C:7]2[N:8]=[C:9]([C:12]([O:14][CH:15]([CH3:17])[CH3:16])=[O:13])[CH:10]=[CH:11][C:6]=2[CH2:5][NH:4][CH2:3][CH2:2]1.[CH3:18][O:19][C:20]1[CH:27]=[CH:26][C:23]([CH:24]=O)=[CH:22][CH:21]=1.[BH-](OC(C)=O)(OC(C)=O)OC(C)=O.[Na+], predict the reaction product. The product is: [CH3:18][O:19][C:20]1[CH:27]=[CH:26][C:23]([CH2:24][N:4]2[CH2:5][C:6]3[CH:11]=[CH:10][C:9]([C:12]([O:14][CH:15]([CH3:17])[CH3:16])=[O:13])=[N:8][C:7]=3[O:1][CH2:2][CH2:3]2)=[CH:22][CH:21]=1. (3) Given the reactants Cl.[Cl:2][C:3]1[CH:4]=[C:5]([NH:9][C:10]2[CH:18]=[C:17]([C:19]([F:22])([F:21])[F:20])[C:13]([C:14]([OH:16])=O)=[CH:12][N:11]=2)[CH:6]=[CH:7][CH:8]=1.CN1CCOCC1.[N:30]1[CH:35]=[CH:34][C:33]([CH2:36][NH2:37])=[CH:32][CH:31]=1.O.ON1C2C=CC=CC=2N=N1.Cl.CN(C)CCCN=C=NCC, predict the reaction product. The product is: [N:30]1[CH:35]=[CH:34][C:33]([CH2:36][NH:37][C:14]([C:13]2[C:17]([C:19]([F:22])([F:21])[F:20])=[CH:18][C:10]([NH:9][C:5]3[CH:6]=[CH:7][CH:8]=[C:3]([Cl:2])[CH:4]=3)=[N:11][CH:12]=2)=[O:16])=[CH:32][CH:31]=1.